Dataset: Peptide-MHC class I binding affinity with 185,985 pairs from IEDB/IMGT. Task: Regression. Given a peptide amino acid sequence and an MHC pseudo amino acid sequence, predict their binding affinity value. This is MHC class I binding data. The peptide sequence is TWEAWWTEYW. The MHC is HLA-A68:01 with pseudo-sequence HLA-A68:01. The binding affinity (normalized) is 0.305.